From a dataset of Catalyst prediction with 721,799 reactions and 888 catalyst types from USPTO. Predict which catalyst facilitates the given reaction. Reactant: [CH3:1][C:2]1([C:5]([OH:7])=O)[CH2:4][CH2:3]1.CN(C(ON1N=NC2C=CC=NC1=2)=[N+](C)C)C.F[P-](F)(F)(F)(F)F.CCN(C(C)C)C(C)C.[O:41]1[CH2:46][CH2:45][O:44][C:43]2[CH:47]=[C:48]([C@@H:51]([O:55][C:56]3[CH:57]=[C:58]4[C:62](=[CH:63][CH:64]=3)[N:61]([C:65]3[CH:70]=[CH:69][C:68]([F:71])=[CH:67][CH:66]=3)[N:60]=[CH:59]4)[C@@H:52]([NH2:54])[CH3:53])[CH:49]=[CH:50][C:42]1=2. Product: [O:41]1[CH2:46][CH2:45][O:44][C:43]2[CH:47]=[C:48]([C@@H:51]([O:55][C:56]3[CH:57]=[C:58]4[C:62](=[CH:63][CH:64]=3)[N:61]([C:65]3[CH:66]=[CH:67][C:68]([F:71])=[CH:69][CH:70]=3)[N:60]=[CH:59]4)[C@@H:52]([NH:54][C:5]([C:2]3([CH3:1])[CH2:4][CH2:3]3)=[O:7])[CH3:53])[CH:49]=[CH:50][C:42]1=2. The catalyst class is: 179.